This data is from Forward reaction prediction with 1.9M reactions from USPTO patents (1976-2016). The task is: Predict the product of the given reaction. (1) Given the reactants Cl.[NH2:2][CH2:3][CH2:4][C:5]1[C:13]2[C:8](=[CH:9][CH:10]=[CH:11][CH:12]=2)[NH:7][CH:6]=1.[CH:14](=O)[C:15]1[CH:20]=[CH:19][CH:18]=[CH:17][CH:16]=1.C(O)(C(F)(F)F)=O.N#N, predict the reaction product. The product is: [C:15]1([CH:14]2[C:6]3[NH:7][C:8]4[C:13](=[CH:12][CH:11]=[CH:10][CH:9]=4)[C:5]=3[CH2:4][CH2:3][NH:2]2)[CH:20]=[CH:19][CH:18]=[CH:17][CH:16]=1. (2) Given the reactants Br[C:2]1[CH:9]=[CH:8][C:5]([C:6]#[N:7])=[C:4]([O:10][CH3:11])[CH:3]=1.C([O:15][B:16](OC(C)C)[O:17]C(C)C)(C)C.C([Li])CCC.Cl, predict the reaction product. The product is: [C:6]([C:5]1[CH:8]=[CH:9][C:2]([B:16]([OH:17])[OH:15])=[CH:3][C:4]=1[O:10][CH3:11])#[N:7].